Dataset: Full USPTO retrosynthesis dataset with 1.9M reactions from patents (1976-2016). Task: Predict the reactants needed to synthesize the given product. (1) Given the product [NH2:40][C:33]1[C:34]2[C:39](=[CH:38][CH:37]=[CH:36][CH:35]=2)[C:30]([O:29][C:27]2[CH:26]=[CH:25][N:24]=[C:23]([NH:22][C:19]3[CH:20]=[CH:21][C:16]([P:11](=[O:12])([O:10][CH2:8][CH3:9])[O:13][CH2:14][CH3:15])=[C:17]([O:48][CH3:49])[CH:18]=3)[CH:28]=2)=[CH:31][CH:32]=1, predict the reactants needed to synthesize it. The reactants are: C(O)(C(F)(F)F)=O.[CH2:8]([O:10][P:11]([C:16]1[CH:21]=[CH:20][C:19]([NH:22][C:23]2[CH:28]=[C:27]([O:29][C:30]3[C:39]4[C:34](=[CH:35][CH:36]=[CH:37][CH:38]=4)[C:33]([NH:40]C(=O)OC(C)(C)C)=[CH:32][CH:31]=3)[CH:26]=[CH:25][N:24]=2)=[CH:18][C:17]=1[O:48][CH3:49])([O:13][CH2:14][CH3:15])=[O:12])[CH3:9]. (2) Given the product [F:27][C:2]([F:1])([F:26])[CH:3]([N:16]1[CH2:21][CH2:20][CH:19]([C:22]([O:24][CH3:25])=[O:23])[CH2:18][CH2:17]1)[C:4]1[CH:13]=[CH:12][C:11]2[C:6](=[CH:7][CH:8]=[C:9]([OH:14])[CH:10]=2)[CH:5]=1, predict the reactants needed to synthesize it. The reactants are: [F:1][C:2]([F:27])([F:26])[CH:3]([N:16]1[CH2:21][CH2:20][CH:19]([C:22]([O:24][CH3:25])=[O:23])[CH2:18][CH2:17]1)[C:4]1[CH:13]=[CH:12][C:11]2[C:6](=[CH:7][CH:8]=[C:9]([O:14]C)[CH:10]=2)[CH:5]=1.B(Br)(Br)Br.CO.C([O-])(O)=O.[Na+]. (3) Given the product [CH3:1][O:2][C:3]1[N:8]=[C:7]([CH2:9][CH2:10][NH2:11])[CH:6]=[CH:5][CH:4]=1, predict the reactants needed to synthesize it. The reactants are: [CH3:1][O:2][C:3]1[N:8]=[C:7]([CH2:9][C:10]#[N:11])[CH:6]=[CH:5][CH:4]=1.N.CO.